From a dataset of Full USPTO retrosynthesis dataset with 1.9M reactions from patents (1976-2016). Predict the reactants needed to synthesize the given product. (1) The reactants are: [O:1]1[C:6]2[CH:7]=[CH:8][CH:9]=[CH:10][C:5]=2[NH:4][C:3](=[O:11])[CH2:2]1.[H-].[Na+].CS(O[CH2:19][CH2:20][N:21]1[CH2:26][CH2:25][CH:24]([NH:27][C:28]([O:30][C:31]([CH3:34])([CH3:33])[CH3:32])=[O:29])[CH2:23][CH2:22]1)(=O)=O.COC1C=C2C(C=CC(=O)N2CCN2CCC(NC(=O)OC(C)(C)C)CC2)=CC=1. Given the product [O:11]=[C:3]1[N:4]([CH2:19][CH2:20][N:21]2[CH2:26][CH2:25][CH:24]([NH:27][C:28](=[O:29])[O:30][C:31]([CH3:34])([CH3:33])[CH3:32])[CH2:23][CH2:22]2)[C:5]2[CH:10]=[CH:9][CH:8]=[CH:7][C:6]=2[O:1][CH2:2]1, predict the reactants needed to synthesize it. (2) Given the product [Cl:23][C:17]1[C:16]2[C:11](=[CH:12][CH:13]=[C:14]([I:20])[CH:15]=2)[N:10]=[C:9]([C:7]([NH:6][CH2:5][CH2:4][N:3]([CH2:21][CH3:22])[CH2:1][CH3:2])=[O:8])[CH:18]=1, predict the reactants needed to synthesize it. The reactants are: [CH2:1]([N:3]([CH2:21][CH3:22])[CH2:4][CH2:5][NH:6][C:7]([C:9]1[NH:10][C:11]2[C:16]([C:17](=O)[CH:18]=1)=[CH:15][C:14]([I:20])=[CH:13][CH:12]=2)=[O:8])[CH3:2].[Cl:23]C1C2C(=CC=C(I)C=2)N=CC=1C(NCCN(CC)CC)=O.